Dataset: CYP2C9 inhibition data for predicting drug metabolism from PubChem BioAssay. Task: Regression/Classification. Given a drug SMILES string, predict its absorption, distribution, metabolism, or excretion properties. Task type varies by dataset: regression for continuous measurements (e.g., permeability, clearance, half-life) or binary classification for categorical outcomes (e.g., BBB penetration, CYP inhibition). Dataset: cyp2c9_veith. (1) The result is 0 (non-inhibitor). The drug is CCNc1ncc2ncc(=O)n(C[C@H]3CCCO3)c2n1. (2) The drug is Nc1ccc(N2C(=O)c3ccccc3C2=O)c(Cl)c1. The result is 0 (non-inhibitor).